Task: Predict which catalyst facilitates the given reaction.. Dataset: Catalyst prediction with 721,799 reactions and 888 catalyst types from USPTO Reactant: O=C1C2C(=CC=CC=2)C(=O)[N:3]1[CH2:12][C@@H:13]1[CH2:19][C:16]2([CH2:18][CH2:17]2)[CH2:15][N:14]1[C:20]([O:22][C:23]([CH3:26])([CH3:25])[CH3:24])=[O:21].O.NN. Product: [NH2:3][CH2:12][C@@H:13]1[CH2:19][C:16]2([CH2:17][CH2:18]2)[CH2:15][N:14]1[C:20]([O:22][C:23]([CH3:26])([CH3:25])[CH3:24])=[O:21]. The catalyst class is: 8.